From a dataset of Catalyst prediction with 721,799 reactions and 888 catalyst types from USPTO. Predict which catalyst facilitates the given reaction. (1) Reactant: [OH-].[Na+].C[O:4][C:5](=[O:40])[CH2:6][C:7]1[CH:8]=[N:9][CH:10]=[C:11]([C:13]2[CH:18]=[CH:17][C:16]([C:19]([C:24]3[CH:29]=[CH:28][C:27]([O:30][CH2:31][C:32](=[O:37])[C:33]([CH3:36])([CH3:35])[CH3:34])=[C:26]([CH3:38])[CH:25]=3)([CH2:22][CH3:23])[CH2:20][CH3:21])=[CH:15][C:14]=2[CH3:39])[CH:12]=1.[Cl-].[NH4+]. Product: [CH3:36][C:33]([CH3:34])([CH3:35])[C:32](=[O:37])[CH2:31][O:30][C:27]1[CH:28]=[CH:29][C:24]([C:19]([C:16]2[CH:17]=[CH:18][C:13]([C:11]3[CH:12]=[C:7]([CH2:6][C:5]([OH:40])=[O:4])[CH:8]=[N:9][CH:10]=3)=[C:14]([CH3:39])[CH:15]=2)([CH2:20][CH3:21])[CH2:22][CH3:23])=[CH:25][C:26]=1[CH3:38]. The catalyst class is: 5. (2) Reactant: [CH3:1][NH:2][C:3]1[CH:8]=[CH:7][CH:6]=[CH:5][C:4]=1[NH2:9].[CH:10]([C:12]1[CH:21]=[CH:20][C:15]([C:16]([O:18][CH3:19])=[O:17])=[CH:14][CH:13]=1)=O. Product: [CH3:19][O:18][C:16](=[O:17])[C:15]1[CH:20]=[CH:21][C:12]([C:10]2[N:2]([CH3:1])[C:3]3[CH:8]=[CH:7][CH:6]=[CH:5][C:4]=3[N:9]=2)=[CH:13][CH:14]=1. The catalyst class is: 5. (3) Reactant: [O:1](S(C(F)(F)F)(=O)=O)[S:2]([C:5]([F:8])([F:7])[F:6])(=[O:4])=[O:3].[CH3:16][C:17]1[CH:22]=[CH:21][C:20]([C:23]2([CH3:27])[CH2:26][O:25][CH2:24]2)=[CH:19][C:18]=1O.N1C=CC=CC=1. Product: [F:6][C:5]([F:8])([F:7])[S:2]([O:1][C:18]1[CH:19]=[C:20]([C:23]2([CH3:27])[CH2:26][O:25][CH2:24]2)[CH:21]=[CH:22][C:17]=1[CH3:16])(=[O:4])=[O:3]. The catalyst class is: 2. (4) Reactant: Cl.[CH:2]1[C:6]2([CH2:10][CH2:9][CH2:8][CH2:7]2)[CH2:5][NH:4][N:3]=1.[CH2:11]([N:13]=[C:14]=[S:15])[CH3:12].C(N(C(C)C)CC)(C)C. Product: [CH2:11]([NH:13][C:14]([N:3]1[N:4]=[CH:5][C:6]2([CH2:10][CH2:9][CH2:8][CH2:7]2)[CH2:2]1)=[S:15])[CH3:12]. The catalyst class is: 24.